This data is from CYP1A2 inhibition data for predicting drug metabolism from PubChem BioAssay. The task is: Regression/Classification. Given a drug SMILES string, predict its absorption, distribution, metabolism, or excretion properties. Task type varies by dataset: regression for continuous measurements (e.g., permeability, clearance, half-life) or binary classification for categorical outcomes (e.g., BBB penetration, CYP inhibition). Dataset: cyp1a2_veith. The compound is CC(C)(C)CC(C)(C)c1ccc(O)c(C[N+](C)(C)[O-])c1. The result is 0 (non-inhibitor).